This data is from Peptide-MHC class I binding affinity with 185,985 pairs from IEDB/IMGT. The task is: Regression. Given a peptide amino acid sequence and an MHC pseudo amino acid sequence, predict their binding affinity value. This is MHC class I binding data. (1) The peptide sequence is GLKSKTHAVL. The MHC is HLA-A02:06 with pseudo-sequence HLA-A02:06. The binding affinity (normalized) is 0. (2) The peptide sequence is EPISDYSAEV. The MHC is HLA-B51:01 with pseudo-sequence HLA-B51:01. The binding affinity (normalized) is 0.352. (3) The MHC is HLA-B73:01 with pseudo-sequence HLA-B73:01. The binding affinity (normalized) is 0.335. The peptide sequence is YPFHIFYPV. (4) The MHC is HLA-B39:01 with pseudo-sequence HLA-B39:01. The peptide sequence is KMDVTPLDY. The binding affinity (normalized) is 0.0847. (5) The MHC is HLA-A31:01 with pseudo-sequence HLA-A31:01. The peptide sequence is RQIQVEGLK. The binding affinity (normalized) is 0.147. (6) The peptide sequence is LYNTIAVLY. The MHC is HLA-B15:17 with pseudo-sequence HLA-B15:17. The binding affinity (normalized) is 0.0847.